From a dataset of Full USPTO retrosynthesis dataset with 1.9M reactions from patents (1976-2016). Predict the reactants needed to synthesize the given product. (1) Given the product [N+:1]([C:4]1[CH:12]=[C:11]([C:13]([F:14])([F:15])[F:16])[CH:10]=[CH:9][C:5]=1[C:6]([O:8][CH3:17])=[O:7])([O-:3])=[O:2], predict the reactants needed to synthesize it. The reactants are: [N+:1]([C:4]1[CH:12]=[C:11]([C:13]([F:16])([F:15])[F:14])[CH:10]=[CH:9][C:5]=1[C:6]([OH:8])=[O:7])([O-:3])=[O:2].[C:17](OC)(OC)(OC)C. (2) Given the product [CH3:27][C:28]1[C:32]([C:2]2[CH:3]=[CH:4][C:5]3[N:6]([C:8]([C:11]([NH:13][C:14]4[CH:19]=[C:18]([C:20]5[N:24]=[C:23]([CH3:25])[O:22][N:21]=5)[CH:17]=[CH:16][C:15]=4[CH3:26])=[O:12])=[CH:9][N:10]=3)[CH:7]=2)=[CH:31][NH:30][N:29]=1, predict the reactants needed to synthesize it. The reactants are: Br[C:2]1[CH:3]=[CH:4][C:5]2[N:6]([C:8]([C:11]([NH:13][C:14]3[CH:19]=[C:18]([C:20]4[N:24]=[C:23]([CH3:25])[O:22][N:21]=4)[CH:17]=[CH:16][C:15]=3[CH3:26])=[O:12])=[CH:9][N:10]=2)[CH:7]=1.[CH3:27][C:28]1[C:32](B2OC(C)(C)C(C)(C)O2)=[CH:31][NH:30][N:29]=1.C(=O)([O-])[O-].[Na+].[Na+]. (3) Given the product [CH3:1][O:2][C:3](=[O:24])[CH2:4][CH2:5][C:6]1[CH:11]=[CH:10][C:9]([O:12][C:13]2[CH:14]=[C:15]([C@H:20]([NH:22][C:28](=[O:29])[C:27]3[CH:31]=[CH:32][C:33]([C:35]([F:36])([F:37])[F:38])=[CH:34][C:26]=3[Cl:25])[CH3:21])[CH:16]=[C:17]([F:19])[CH:18]=2)=[CH:8][C:7]=1[CH3:23], predict the reactants needed to synthesize it. The reactants are: [CH3:1][O:2][C:3](=[O:24])[CH2:4][CH2:5][C:6]1[CH:11]=[CH:10][C:9]([O:12][C:13]2[CH:18]=[C:17]([F:19])[CH:16]=[C:15]([CH:20]([NH2:22])[CH3:21])[CH:14]=2)=[CH:8][C:7]=1[CH3:23].[Cl:25][C:26]1[CH:34]=[C:33]([C:35]([F:38])([F:37])[F:36])[CH:32]=[CH:31][C:27]=1[C:28](O)=[O:29]. (4) Given the product [C:1]([O:5][C:6](=[O:20])[C:7]1[CH:12]=[C:11]([S:13]([CH:16]2[CH2:18][CH2:17]2)(=[O:15])=[O:14])[N:10]=[C:9]([NH:77][CH:73]2[CH2:76][CH2:75]2)[CH:8]=1)([CH3:4])([CH3:3])[CH3:2], predict the reactants needed to synthesize it. The reactants are: [C:1]([O:5][C:6](=[O:20])[C:7]1[CH:12]=[C:11]([S:13]([CH:16]2[CH2:18][CH2:17]2)(=[O:15])=[O:14])[N:10]=[C:9](Cl)[CH:8]=1)([CH3:4])([CH3:3])[CH3:2].C1(P(C2C=CC=CC=2)C2C=CC3C(=CC=CC=3)C=2C2C3C(=CC=CC=3)C=CC=2P(C2C=CC=CC=2)C2C=CC=CC=2)C=CC=CC=1.C(=O)([O-])[O-].[Cs+].[Cs+].[C@@H:73]([NH2:77])([CH2:75][CH3:76])C. (5) Given the product [CH2:27]([N:8]([CH2:1][C:2]1[CH:7]=[CH:6][CH:5]=[CH:4][CH:3]=1)[C@@H:9]([CH2:16][C:17]1[CH:18]=[CH:19][C:20]([C:23]([F:26])([F:25])[F:24])=[CH:21][CH:22]=1)[C:10](=[O:11])[CH3:34])[C:28]1[CH:33]=[CH:32][CH:31]=[CH:30][CH:29]=1, predict the reactants needed to synthesize it. The reactants are: [CH2:1]([N:8]([CH2:27][C:28]1[CH:33]=[CH:32][CH:31]=[CH:30][CH:29]=1)[C@@H:9]([CH2:16][C:17]1[CH:22]=[CH:21][C:20]([C:23]([F:26])([F:25])[F:24])=[CH:19][CH:18]=1)[C:10](N(OC)C)=[O:11])[C:2]1[CH:7]=[CH:6][CH:5]=[CH:4][CH:3]=1.[CH3:34][Mg]Br.CCOCC. (6) Given the product [F:12][C:13]1[CH:21]=[CH:20][C:16]([C:17]2[O:1][C:2]3[C:3](=[C:4]([C:5]([OH:7])=[O:6])[CH:8]=[CH:9][CH:10]=3)[N:11]=2)=[CH:15][CH:14]=1.[F:12][C:13]1[CH:21]=[CH:20][C:16]([C:17]2[O:18][C:2]3[C:3](=[C:4]([C:5]([O:32][CH3:31])=[O:6])[CH:8]=[CH:9][CH:10]=3)[N:11]=2)=[CH:15][CH:14]=1, predict the reactants needed to synthesize it. The reactants are: [OH:1][C:2]1[CH:10]=[CH:9][CH:8]=[C:4]([C:5]([OH:7])=[O:6])[C:3]=1[NH2:11].[F:12][C:13]1[CH:21]=[CH:20][C:16]([C:17](Cl)=[O:18])=[CH:15][CH:14]=1.C(Cl)(=O)C(Cl)=O.CN([CH:31]=[O:32])C.